This data is from Experimentally validated miRNA-target interactions with 360,000+ pairs, plus equal number of negative samples. The task is: Binary Classification. Given a miRNA mature sequence and a target amino acid sequence, predict their likelihood of interaction. (1) The miRNA is hsa-miR-335-3p with sequence UUUUUCAUUAUUGCUCCUGACC. The protein sequence of the target gene is MLSHADLLDARLGMKDAAELLGHREAVKCRLGVGGSDPGGHPGDLAPNSDPVEGATLLPGEDITTVGSTPASLAVSAKDPDKQPGPQGGPNPSQAGQQQGQQKQKRHRTRFTPAQLNELERSFAKTHYPDIFMREELALRIGLTESRVQVWFQNRRAKWKKRKKTTNVFRAPGTLLPTPGLPQFPSAAAAAAAAMGDSLCSFHANDTRWAAAAMPGVSQLPLPPALGRQQAMAQSLSQCSLAAGPPPNSMGLSNSLAGSNGAGLQSHLYQPAFPGMVPASLPGPSNVSGSPQLCSSPDSS.... Result: 0 (no interaction). (2) The miRNA is hsa-miR-4728-5p with sequence UGGGAGGGGAGAGGCAGCAAGCA. Result: 1 (interaction). The protein sequence of the target gene is MACRSCVVGFSSLSSCEVTPVGSPRPGTSGWDSCRAPGPGFSSRSLTGCWSAGTISKVTVNPGLLVPLDVKLDPAVQQLKNQEKEEMKALNDKFASLIGKVQALEQRNQLLETRWSFLQGQDSAIFDLGHLYEEYQGRLQEELRKVSQERGQLEANLLQVLEKVEEFRIRYEDEISKRTDMEFTFVQLKKDLDAECLHRTELETKLKSLESFVELMKTIYEQELKDLAAQVKDVSVTVGMDSRCHIDLSGIVEEVKAQYDAVAARSLEEAEAYSRSQLEEQAARSAEYGSSLQSSRSEIA....